This data is from Forward reaction prediction with 1.9M reactions from USPTO patents (1976-2016). The task is: Predict the product of the given reaction. (1) Given the reactants Cl[CH:2]([C:14]1[CH:19]=[CH:18][CH:17]=[CH:16][CH:15]=1)[C:3]([C:5]1[C:13]2[C:8](=[CH:9][CH:10]=[CH:11][CH:12]=2)[NH:7][CH:6]=1)=[O:4].Cl.[NH2:21][C:22]1[CH:23]=[C:24]([S:28]([NH:31][CH3:32])(=[O:30])=[O:29])[CH:25]=[CH:26][CH:27]=1.CCN(C(C)C)C(C)C, predict the reaction product. The product is: [NH:7]1[C:8]2[C:13](=[CH:12][CH:11]=[CH:10][CH:9]=2)[C:5]([C:3](=[O:4])[CH:2]([NH:21][C:22]2[CH:23]=[C:24]([S:28]([NH:31][CH3:32])(=[O:30])=[O:29])[CH:25]=[CH:26][CH:27]=2)[C:14]2[CH:19]=[CH:18][CH:17]=[CH:16][CH:15]=2)=[CH:6]1. (2) Given the reactants [C:1]([O:5][C:6]([N:8]1[CH2:13][CH2:12][N:11]([S:14]([CH2:17][CH2:18][CH2:19]Cl)(=[O:16])=[O:15])[CH2:10][CH2:9]1)=[O:7])([CH3:4])([CH3:3])[CH3:2].[NH:21]1[CH2:26][CH2:25][O:24][CH2:23][CH2:22]1.C(=O)([O-])[O-].[K+].[K+].[I-].[K+], predict the reaction product. The product is: [C:1]([O:5][C:6]([N:8]1[CH2:13][CH2:12][N:11]([S:14]([CH2:17][CH2:18][CH2:19][N:21]2[CH2:26][CH2:25][O:24][CH2:23][CH2:22]2)(=[O:16])=[O:15])[CH2:10][CH2:9]1)=[O:7])([CH3:4])([CH3:3])[CH3:2]. (3) Given the reactants [O:1]=[C:2]([NH:18][CH:19]([C:24]1[CH:29]=[CH:28][CH:27]=[C:26]([C:30]([F:33])([F:32])[F:31])[CH:25]=1)[C:20]([F:23])([F:22])[F:21])/[CH:3]=[CH:4]/[C:5]1[CH:13]=[CH:12][C:8](C(O)=O)=[C:7](C(F)(F)F)[CH:6]=1.C([N:36](CC)CC)C.[Cl:41][C:42]1[N:50]=[CH:49][CH:48]=[CH:47][C:43]=1[C:44](Cl)=[O:45], predict the reaction product. The product is: [Cl:41][C:42]1[N:50]=[CH:49][CH:48]=[CH:47][C:43]=1[C:44]([NH:36][C:7]1[CH:8]=[CH:12][CH:13]=[C:5](/[CH:4]=[CH:3]/[C:2](=[O:1])[NH:18][CH:19]([C:24]2[CH:29]=[CH:28][CH:27]=[C:26]([C:30]([F:33])([F:32])[F:31])[CH:25]=2)[C:20]([F:23])([F:22])[F:21])[CH:6]=1)=[O:45]. (4) Given the reactants Br[C:2]1[CH:7]=[CH:6][CH:5]=[C:4]([Br:8])[CH:3]=1.C([Li])CCC.[F:14][C:15]1[CH:16]=[CH:17][C:18]2[CH:22]=[C:21]([C:23](=[O:28])N(OC)C)[S:20][C:19]=2[CH:29]=1.[Cl-].[NH4+], predict the reaction product. The product is: [F:14][C:15]1[CH:16]=[CH:17][C:18]2[CH:22]=[C:21]([C:23]([C:2]3[CH:7]=[CH:6][CH:5]=[C:4]([Br:8])[CH:3]=3)=[O:28])[S:20][C:19]=2[CH:29]=1. (5) Given the reactants [C:1]([C:3]1[CH:8]=[C:7]([O:9][CH3:10])[C:6]([O:11][CH2:12][CH2:13][O:14][CH3:15])=[CH:5][C:4]=1[N:16]=[CH:17][N:18](C)C)#[N:2].[Cl:21][C:22]1[C:28]([O:29]C)=[CH:27][C:25](N)=[C:24]([O:31]C)[CH:23]=1, predict the reaction product. The product is: [Cl:21][C:22]1[C:28]([CH:27]=[C:25]([NH:2][C:1]2[C:3]3[C:4](=[CH:5][C:6]([O:11][CH2:12][CH2:13][O:14][CH3:15])=[C:7]([O:9][CH3:10])[CH:8]=3)[N:16]=[CH:17][N:18]=2)[C:24](=[O:31])[CH:23]=1)=[O:29]. (6) Given the reactants CCN(S(F)(F)[F:7])CC.[CH3:10][O:11][C:12]1[CH:17]=[CH:16][CH:15]=[C:14]([O:18][CH3:19])[C:13]=1[CH:20]1[N:24]([CH2:25][C:26]2[CH:31]=[CH:30][C:29]([O:32][C:33]([F:36])([F:35])[F:34])=[CH:28][CH:27]=2)[C:23](=[O:37])[CH:22](O)[CH2:21]1.C([O-])(O)=O.[Na+], predict the reaction product. The product is: [CH3:19][O:18][C:14]1[CH:15]=[CH:16][CH:17]=[C:12]([O:11][CH3:10])[C:13]=1[CH:20]1[N:24]([CH2:25][C:26]2[CH:27]=[CH:28][C:29]([O:32][C:33]([F:35])([F:36])[F:34])=[CH:30][CH:31]=2)[C:23](=[O:37])[CH:22]([F:7])[CH2:21]1. (7) Given the reactants [Cl:1][C:2]1[C:10]2[C:6](=[C:7]([C:16]3[CH:21]=[CH:20][C:19]([O:22]C)=[CH:18][CH:17]=3)[N:8]([CH:11]3[CH2:15][CH2:14][CH2:13][CH2:12]3)[N:9]=2)[C:5](C)=[CH:4][CH:3]=1.B(Br)(Br)Br.C1CCCCC=1, predict the reaction product. The product is: [Cl:1][C:2]1[C:10]2[C:6](=[C:7]([C:16]3[CH:17]=[CH:18][C:19]([OH:22])=[CH:20][CH:21]=3)[N:8]([CH:11]3[CH2:15][CH2:14][CH2:13][CH2:12]3)[N:9]=2)[CH:5]=[CH:4][CH:3]=1.